From a dataset of Catalyst prediction with 721,799 reactions and 888 catalyst types from USPTO. Predict which catalyst facilitates the given reaction. Reactant: [F:1][C:2]1[C:3]([CH3:37])=[C:4]([CH:34]=[CH:35][CH:36]=1)[O:5][C:6]1[C:7]([C:23]([NH:25][CH2:26][C@H:27]2[CH2:31][O:30]C(C)(C)[O:28]2)=[O:24])=[C:8]([NH:14][C:15]2[CH:20]=[CH:19][C:18]([I:21])=[CH:17][C:16]=2[F:22])[N:9]([CH3:13])[C:10](=[O:12])[CH:11]=1.Cl. Product: [OH:28][C@H:27]([CH2:31][OH:30])[CH2:26][NH:25][C:23]([C:7]1[C:6]([O:5][C:4]2[CH:34]=[CH:35][CH:36]=[C:2]([F:1])[C:3]=2[CH3:37])=[CH:11][C:10](=[O:12])[N:9]([CH3:13])[C:8]=1[NH:14][C:15]1[CH:20]=[CH:19][C:18]([I:21])=[CH:17][C:16]=1[F:22])=[O:24]. The catalyst class is: 7.